Task: Predict the reactants needed to synthesize the given product.. Dataset: Full USPTO retrosynthesis dataset with 1.9M reactions from patents (1976-2016) (1) The reactants are: [CH:1]([Si:4]([CH:39]([CH3:41])[CH3:40])([CH:36]([CH3:38])[CH3:37])[O:5][CH2:6][CH2:7][S:8][C:9]1[CH:14]=[CH:13][CH:12]=[CH:11][C:10]=1[C:15]1[N:19]2[CH:20]=[C:21]([O:24][C@H:25]3[C:34]4[C:29](=[CH:30][CH:31]=[CH:32][CH:33]=4)[C@@H:28]([NH2:35])[CH2:27][CH2:26]3)[CH:22]=[CH:23][C:18]2=[N:17][N:16]=1)([CH3:3])[CH3:2].ClC(Cl)(Cl)C[O:45][C:46](=O)[NH:47][C:48]1[N:49]([C:57]2[CH:62]=[CH:61][C:60]([CH3:63])=[CH:59][CH:58]=2)[N:50]=[C:51]([C:53]([CH3:56])([CH3:55])[CH3:54])[CH:52]=1. Given the product [C:53]([C:51]1[CH:52]=[C:48]([NH:47][C:46]([NH:35][C@@H:28]2[C:29]3[C:34](=[CH:33][CH:32]=[CH:31][CH:30]=3)[C@H:25]([O:24][C:21]3[CH:22]=[CH:23][C:18]4[N:19]([C:15]([C:10]5[CH:11]=[CH:12][CH:13]=[CH:14][C:9]=5[S:8][CH2:7][CH2:6][O:5][Si:4]([CH:1]([CH3:2])[CH3:3])([CH:36]([CH3:38])[CH3:37])[CH:39]([CH3:41])[CH3:40])=[N:16][N:17]=4)[CH:20]=3)[CH2:26][CH2:27]2)=[O:45])[N:49]([C:57]2[CH:62]=[CH:61][C:60]([CH3:63])=[CH:59][CH:58]=2)[N:50]=1)([CH3:56])([CH3:54])[CH3:55], predict the reactants needed to synthesize it. (2) Given the product [CH2:15]([O:14][C:7]1[C:6]2[C:17](=[O:18])[N:22]([C:23]3[CH:24]=[CH:25][C:26]([CH2:29][C:30]([O:32][CH2:33][CH3:34])=[O:31])=[CH:27][CH:28]=3)[C:20](=[O:19])[C:5]=2[C:4]([O:3][CH2:1][CH3:2])=[C:13]2[CH:12]=[CH:11][CH:10]=[CH:9][C:8]=12)[CH3:16], predict the reactants needed to synthesize it. The reactants are: [CH2:1]([O:3][C:4]1[C:13]2[C:8](=[CH:9][CH:10]=[CH:11][CH:12]=2)[C:7]([O:14][CH2:15][CH3:16])=[C:6]2[C:17]([O:19][C:20](=O)[C:5]=12)=[O:18])[CH3:2].[NH2:22][C:23]1[CH:28]=[CH:27][C:26]([CH2:29][C:30]([O:32][CH2:33][CH3:34])=[O:31])=[CH:25][CH:24]=1.C(OCC)(=O)C. (3) Given the product [Br:22][C:23]1[CH:24]=[C:25]([C:14]2[CH:15]=[CH:16][C:17]3[C:18]4[C:5](=[CH:4][CH:3]=[CH:2][CH:1]=4)[C:6]4[C:11](=[CH:10][CH:9]=[CH:8][CH:7]=4)[C:12]=3[CH:13]=2)[CH:26]=[CH:27][CH:28]=1, predict the reactants needed to synthesize it. The reactants are: [CH:1]1[C:18]2[C:17]3[C:12](=[CH:13][CH:14]=[CH:15][CH:16]=3)[C:11]3[C:6](=[CH:7][CH:8]=[CH:9][CH:10]=3)[C:5]=2[CH:4]=[CH:3][C:2]=1B(O)O.[Br:22][C:23]1[CH:24]=[C:25](I)[CH:26]=[CH:27][CH:28]=1.COC.C(=O)([O-])[O-].[Na+].[Na+]. (4) Given the product [CH3:1][N:2]([CH3:20])[C:3]([C:5]1[N:14]([CH:15]2[CH2:19][CH2:18][CH2:17][CH2:16]2)[C:8]2[N:9]=[C:10]([NH:21][C:22]3[CH:23]=[CH:24][C:25]([C:28](=[O:29])[NH:30][CH:31]4[CH2:36][CH2:35][NH:34][CH2:33][CH2:32]4)=[CH:26][N:27]=3)[N:11]=[CH:12][C:7]=2[CH:6]=1)=[O:4], predict the reactants needed to synthesize it. The reactants are: [CH3:1][N:2]([CH3:20])[C:3]([C:5]1[N:14]([CH:15]2[CH2:19][CH2:18][CH2:17][CH2:16]2)[C:8]2[N:9]=[C:10](Cl)[N:11]=[CH:12][C:7]=2[CH:6]=1)=[O:4].[NH2:21][C:22]1[N:27]=[CH:26][C:25]([C:28]([NH:30][CH:31]2[CH2:36][CH2:35][N:34](C(O)=O)[CH2:33][CH2:32]2)=[O:29])=[CH:24][CH:23]=1.CCCC[N+](CCCC)(CCCC)CCCC.[F-].